Dataset: Full USPTO retrosynthesis dataset with 1.9M reactions from patents (1976-2016). Task: Predict the reactants needed to synthesize the given product. (1) Given the product [CH2:13]([N:8]1[CH2:7][CH:6]([C:4](=[O:5])[CH3:20])[C:10]2([CH2:11][CH2:12]2)[CH2:9]1)[C:14]1[CH:15]=[CH:16][CH:17]=[CH:18][CH:19]=1, predict the reactants needed to synthesize it. The reactants are: C(O[C:4]([CH:6]1[C:10]2([CH2:12][CH2:11]2)[CH2:9][N:8]([CH2:13][C:14]2[CH:19]=[CH:18][CH:17]=[CH:16][CH:15]=2)[CH2:7]1)=[O:5])C.[CH3:20][Li]. (2) Given the product [CH:7]1([CH2:10][O:11][C:12]2[CH:13]=[CH:14][C:15]([N:16]=[C:19]=[S:20])=[CH:17][CH:18]=2)[CH2:8][CH2:9]1, predict the reactants needed to synthesize it. The reactants are: C(=O)([O-])[O-].[Na+].[Na+].[CH:7]1([CH2:10][O:11][C:12]2[CH:18]=[CH:17][C:15]([NH2:16])=[CH:14][CH:13]=2)[CH2:9][CH2:8]1.[C:19](Cl)(Cl)=[S:20]. (3) Given the product [OH:15][CH2:16][C:17]1[CH:22]=[C:21]([C:2]2[CH:14]=[CH:13][CH:12]=[C:4]([O:5][CH2:6][C:7]([O:9][CH2:10][CH3:11])=[O:8])[CH:3]=2)[CH:20]=[CH:19][CH:18]=1, predict the reactants needed to synthesize it. The reactants are: Br[C:2]1[CH:3]=[C:4]([CH:12]=[CH:13][CH:14]=1)[O:5][CH2:6][C:7]([O:9][CH2:10][CH3:11])=[O:8].[OH:15][CH2:16][C:17]1[CH:18]=[C:19](B(O)O)[CH:20]=[CH:21][CH:22]=1.C([O-])([O-])=O.[Na+].[Na+].